From a dataset of Full USPTO retrosynthesis dataset with 1.9M reactions from patents (1976-2016). Predict the reactants needed to synthesize the given product. (1) The reactants are: C([Si](Cl)(CC)CC)C.Br[C:10]([Br:17])([F:16])[C:11]([O:13][CH2:14][CH3:15])=[O:12].[C:18]1(=[O:23])[CH2:22][CH2:21][CH:20]=[CH:19]1.Cl. Given the product [Br:17][C:10]([F:16])([CH:20]1[CH2:21][CH2:22][C:18](=[O:23])[CH2:19]1)[C:11]([O:13][CH2:14][CH3:15])=[O:12], predict the reactants needed to synthesize it. (2) Given the product [Br:1][C:2]1[CH:3]=[CH:4][CH:5]=[C:6]2[C:10]=1[N:9]([CH2:20][C:21]1[CH:22]=[CH:23][C:24]([C:27]([F:28])([F:29])[F:30])=[CH:25][CH:26]=1)[C:8](=[O:11])[CH2:7]2, predict the reactants needed to synthesize it. The reactants are: [Br:1][C:2]1[CH:3]=[CH:4][CH:5]=[C:6]2[C:10]=1[NH:9][C:8](=[O:11])[C:7]2=O.C([O-])([O-])=O.[Cs+].[Cs+].Br[CH2:20][C:21]1[CH:26]=[CH:25][C:24]([C:27]([F:30])([F:29])[F:28])=[CH:23][CH:22]=1.